Dataset: Full USPTO retrosynthesis dataset with 1.9M reactions from patents (1976-2016). Task: Predict the reactants needed to synthesize the given product. Given the product [NH2:1][C:2]1[C:3]2[CH:10]=[CH:9][N:8]([C@@H:11]3[O:15][C@H:14]([CH2:16][O:17][C:18](=[O:22])[CH:19]([CH3:21])[CH3:20])[C@@H:13]([OH:23])[C@@:12]3([C:30]#[CH:31])[OH:29])[C:4]=2[N:5]=[CH:6][N:7]=1, predict the reactants needed to synthesize it. The reactants are: [NH2:1][C:2]1[C:3]2[CH:10]=[CH:9][N:8]([C@@H:11]3[O:15][C@H:14]([CH2:16][O:17][C:18](=[O:22])[CH:19]([CH3:21])[CH3:20])[C@@H:13]([O:23]C(=O)C(C)C)[C@@:12]3([C:30]#[CH:31])[OH:29])[C:4]=2[N:5]=[CH:6][N:7]=1.N.O.